Dataset: Forward reaction prediction with 1.9M reactions from USPTO patents (1976-2016). Task: Predict the product of the given reaction. (1) Given the reactants [OH:1][C:2]1[CH:10]=[CH:9][CH:8]=[C:7]2[C:3]=1[CH:4]=[CH:5][NH:6]2.[CH3:11][O:12][C:13]1[CH:14]=[C:15]([CH:18]=[CH:19][CH:20]=1)[CH:16]=O.[C:21](#[N:25])[CH2:22][C:23]#[N:24].N1CCCCC1, predict the reaction product. The product is: [NH2:25][C:21]1[O:1][CH:2]2[C:3]3[C:7](=[CH:8][CH:9]=[C:10]2[CH:16]([C:15]2[CH:18]=[CH:19][CH:20]=[C:13]([O:12][CH3:11])[CH:14]=2)[C:22]=1[C:23]#[N:24])[N:6]=[CH:5][CH:4]=3. (2) Given the reactants Cl[C:2]1[C:10]2[C:5](=[CH:6][CH:7]=[CH:8][CH:9]=2)[NH:4][N:3]=1.[NH:11]1[CH2:16][CH2:15][NH:14][CH2:13][CH2:12]1, predict the reaction product. The product is: [N:11]1([C:2]2[C:10]3[C:5](=[CH:6][CH:7]=[CH:8][CH:9]=3)[NH:4][N:3]=2)[CH2:16][CH2:15][NH:14][CH2:13][CH2:12]1. (3) Given the reactants I[C:2]1[CH:7]=[CH:6][N:5]=[CH:4][CH:3]=1.C([Mg]Br)C.[O:12]=[C:13]([CH3:19])[C:14]([O:16][CH2:17][CH3:18])=[O:15].CO.C(Cl)Cl, predict the reaction product. The product is: [OH:12][C:13]([C:2]1[CH:7]=[CH:6][N:5]=[CH:4][CH:3]=1)([CH3:19])[C:14]([O:16][CH2:17][CH3:18])=[O:15]. (4) Given the reactants C[O:2][C:3](=[O:15])[CH:4]([CH2:8][C:9]1[CH:14]=[CH:13][CH:12]=[CH:11][CH:10]=1)[C:5]([O-])=O.[OH-].[K+].O, predict the reaction product. The product is: [CH2:8]([CH:4]([CH3:5])[C:3]([OH:15])=[O:2])[C:9]1[CH:14]=[CH:13][CH:12]=[CH:11][CH:10]=1.